This data is from Reaction yield outcomes from USPTO patents with 853,638 reactions. The task is: Predict the reaction yield, written as a fraction of the theoretical maximum amount of product (1.0 means a 100% yield; for example, 0.34 means a 34% yield). (1) The reactants are [CH3:1][C:2]([CH3:26])([CH3:25])[CH2:3][CH2:4]/[N:5]=[CH:6]\[C:7]1[S:11][C:10]([CH:12]2[CH2:17][CH2:16][N:15]([C:18]([O:20][C:21]([CH3:24])([CH3:23])[CH3:22])=[O:19])[CH2:14][CH2:13]2)=[N:9][CH:8]=1.[SH:27][C@@H:28]([CH2:32][C:33]([OH:35])=[O:34])[C:29](O)=[O:30]. The catalyst is C1(C)C=CC=CC=1. The product is [C:21]([O:20][C:18]([N:15]1[CH2:16][CH2:17][CH:12]([C:10]2[S:11][C:7]([CH:6]3[N:5]([CH2:4][CH2:3][C:2]([CH3:26])([CH3:25])[CH3:1])[C:29](=[O:30])[C@H:28]([CH2:32][C:33]([OH:35])=[O:34])[S:27]3)=[CH:8][N:9]=2)[CH2:13][CH2:14]1)=[O:19])([CH3:24])([CH3:23])[CH3:22]. The yield is 0.900. (2) The reactants are [CH2:1]([O:8][CH2:9][CH2:10][C:11](=[O:13])[CH3:12])[C:2]1[CH:7]=[CH:6][CH:5]=[CH:4][CH:3]=1.[CH2:14](O)[CH2:15][OH:16].C(OCC)(OCC)OCC. The catalyst is O.C1(C)C=CC(S(O)(=O)=O)=CC=1.C(=O)([O-])O.[Na+]. The product is [CH2:1]([O:8][CH2:9][CH2:10][C:11]1([CH3:12])[O:16][CH2:15][CH2:14][O:13]1)[C:2]1[CH:7]=[CH:6][CH:5]=[CH:4][CH:3]=1. The yield is 0.808. (3) The reactants are [NH2:1][C:2]1[C:7](Br)=[N:6][C:5]([Br:9])=[CH:4][N:3]=1.[Cl:10][C:11]1[C:18]([F:19])=[CH:17][CH:16]=[C:15]([F:20])[C:12]=1[CH2:13][NH2:14].C(N(C(C)C)CC)C. The catalyst is CCCCO. The product is [Br:9][C:5]1[N:6]=[C:7]([NH:14][CH2:13][C:12]2[C:15]([F:20])=[CH:16][CH:17]=[C:18]([F:19])[C:11]=2[Cl:10])[C:2]([NH2:1])=[N:3][CH:4]=1. The yield is 0.700. (4) The catalyst is CN(C=O)C.[Cl-].[Na+].O. The reactants are [CH2:1]([N:8]1[C:12](=[O:13])[N:11]([C:14]2[CH:15]=[N:16][N:17]([CH2:19][C:20]3[C:21]([CH3:26])=[N:22][O:23][C:24]=3[CH3:25])[CH:18]=2)[C:10](=[O:27])[NH:9]1)[C:2]1[CH:7]=[CH:6][CH:5]=[CH:4][CH:3]=1.Br[CH2:29][CH3:30].C(=O)([O-])[O-].[Cs+].[Cs+]. The product is [CH2:1]([N:8]1[C:12](=[O:13])[N:11]([C:14]2[CH:15]=[N:16][N:17]([CH2:19][C:20]3[C:21]([CH3:26])=[N:22][O:23][C:24]=3[CH3:25])[CH:18]=2)[C:10](=[O:27])[N:9]1[CH2:29][CH3:30])[C:2]1[CH:3]=[CH:4][CH:5]=[CH:6][CH:7]=1. The yield is 0.370.